The task is: Predict hERG channel inhibition at various concentrations.. This data is from hERG Central: cardiac toxicity at 1µM, 10µM, and general inhibition. (1) The compound is Cl.O=S(=O)(NCC(c1ccco1)N1CCCCC1)c1cccc(C(F)(F)F)c1. Results: hERG_inhib (hERG inhibition (general)): blocker. (2) The compound is Cn1c(=O)c2c(ncn2CC(COCc2ccc(Cl)cc2)OCc2ccc(Cl)cc2)n(C)c1=O. Results: hERG_inhib (hERG inhibition (general)): blocker. (3) The molecule is CC(=O)c1ccc(OCCOc2ccc([N+](=O)[O-])cc2)cc1. Results: hERG_inhib (hERG inhibition (general)): blocker. (4) The compound is Cc1cccc(CCN2CCC(C(=O)c3ccc(NS(C)(=O)=O)cc3)CC2)n1.Cl. Results: hERG_inhib (hERG inhibition (general)): blocker. (5) The molecule is COc1ccc(NC(=O)NCCCN2CCc3ccccc3C2)cc1. Results: hERG_inhib (hERG inhibition (general)): blocker. (6) The molecule is Cc1ccc(C)c(OCC(O)CN2CCC(CN3C(=O)c4cccc5cccc(c45)C3=O)CC2)c1.Cl. Results: hERG_inhib (hERG inhibition (general)): blocker. (7) The drug is CC1CCN(CCc2nc3cc(NS(=O)(=O)c4ccccc4)ccc3n2C)CC1. Results: hERG_inhib (hERG inhibition (general)): blocker. (8) The molecule is O=C(CCc1ccccc1)Nc1ccnn1C1CCN(Cc2ccc(OCCO)cc2)CC1. Results: hERG_inhib (hERG inhibition (general)): blocker.